From a dataset of Forward reaction prediction with 1.9M reactions from USPTO patents (1976-2016). Predict the product of the given reaction. (1) Given the reactants CC[N:3]([CH2:6][CH3:7])[CH2:4][CH3:5].[C:8]1([CH:14]([C:17]2[CH:22]=[CH:21][CH:20]=[CH:19][CH:18]=2)[CH:15]=O)[CH:13]=[CH:12][CH:11]=[CH:10][CH:9]=1.C([BH3-])#N.[Na+].[CH3:27][OH:28], predict the reaction product. The product is: [C:8]1([CH:14]([C:17]2[CH:22]=[CH:21][CH:20]=[CH:19][CH:18]=2)[CH2:15][N:3]2[CH2:4][CH2:5][C:10]3[C:7](=[C:27]([OH:28])[CH:13]=[CH:8][CH:9]=3)[CH2:6]2)[CH:13]=[CH:12][CH:11]=[CH:10][CH:9]=1. (2) Given the reactants [Cl:1][C:2]1[C:3]([NH:17][CH2:18][C:19]2[CH:24]=[CH:23][CH:22]=[C:21]([O:25]C)[CH:20]=2)=[N:4][C:5]([NH:8][C:9]2[CH:14]=[CH:13][CH:12]=[C:11]([O:15]C)[CH:10]=2)=[N:6][CH:7]=1.B(Br)(Br)Br.C([O-])(O)=O.[Na+], predict the reaction product. The product is: [Cl:1][C:2]1[C:3]([NH:17][CH2:18][C:19]2[CH:24]=[CH:23][CH:22]=[C:21]([OH:25])[CH:20]=2)=[N:4][C:5]([NH:8][C:9]2[CH:10]=[C:11]([OH:15])[CH:12]=[CH:13][CH:14]=2)=[N:6][CH:7]=1. (3) Given the reactants [Br:1][C:2]1[CH:3]=[C:4]2[C:8](=[CH:9][CH:10]=1)[NH:7][C:6]([CH3:11])=[CH:5]2.[Cl:12][C:13]1[CH:18]=[CH:17][C:16]([CH2:19]Cl)=[CH:15][CH:14]=1.C(=O)([O-])[O-].[K+].[K+], predict the reaction product. The product is: [Br:1][C:2]1[CH:3]=[C:4]2[C:8](=[CH:9][CH:10]=1)[N:7]([CH2:19][C:16]1[CH:17]=[CH:18][C:13]([Cl:12])=[CH:14][CH:15]=1)[C:6]([CH3:11])=[CH:5]2. (4) Given the reactants [CH2:1]([O:3][C:4](=[O:17])[CH2:5][S:6]([CH2:9][C:10]1[CH:15]=[CH:14][C:13]([Br:16])=[CH:12][CH:11]=1)(=[O:8])=[O:7])[CH3:2].[CH2:18](Br)[CH3:19].[N:21]1[C:26]2[CH:27]=[CH:28][CH:29]=[CH:30][C:25]=2[C:24](=[O:31])[NH:23][N:22]=1.C(=O)([O-])[O-].[K+].[K+], predict the reaction product. The product is: [CH2:1]([O:3][C:4](=[O:17])[CH:5]([S:6]([CH2:9][C:10]1[CH:11]=[CH:12][C:13]([Br:16])=[CH:14][CH:15]=1)(=[O:7])=[O:8])[CH2:18][CH2:19][N:23]1[C:24](=[O:31])[C:25]2[CH:30]=[CH:29][CH:28]=[CH:27][C:26]=2[N:21]=[N:22]1)[CH3:2]. (5) Given the reactants [N+:1]([C:4]1[CH:12]=[C:11]2[C:7]([CH2:8][CH2:9][C:10]2=O)=[CH:6][C:5]=1[C:14]([OH:16])=[O:15])([O-:3])=[O:2].Cl.[CH2:18]([C:22]1[CH:27]=[CH:26][C:25]([C:28]2[CH:33]=[CH:32][CH:31]=[C:30]([NH:34]N)[C:29]=2[F:36])=[CH:24][CH:23]=1)[CH2:19][CH2:20][CH3:21], predict the reaction product. The product is: [CH2:18]([C:22]1[CH:23]=[CH:24][C:25]([C:28]2[CH:33]=[CH:32][C:31]3[C:9]4[CH2:8][C:7]5[C:11](=[CH:12][C:4]([N+:1]([O-:3])=[O:2])=[C:5]([C:14]([OH:16])=[O:15])[CH:6]=5)[C:10]=4[NH:34][C:30]=3[C:29]=2[F:36])=[CH:26][CH:27]=1)[CH2:19][CH2:20][CH3:21]. (6) Given the reactants Br[C:2]1[CH:3]=[C:4]2[C:9](=[CH:10][C:11]=1[F:12])[O:8][CH:7]([C:13]([F:16])([F:15])[F:14])[C:6]([C:17]([O:19]CC)=[O:18])=[CH:5]2.[C:22](=O)([O-])[O-].[K+].[K+].CB1OB(C)OB(C)O1.C(OCC)(=O)C, predict the reaction product. The product is: [CH3:22][C:2]1[CH:3]=[C:4]2[C:9](=[CH:10][C:11]=1[F:12])[O:8][CH:7]([C:13]([F:16])([F:15])[F:14])[C:6]([C:17]([OH:19])=[O:18])=[CH:5]2. (7) Given the reactants C(Cl)(=O)C(Cl)=O.[N+:7]([C:10]1[CH:11]=[C:12]([CH:16]=[C:17]([O:19][CH3:20])[CH:18]=1)[C:13]([OH:15])=O)([O-:9])=[O:8].[CH2:21]([CH2:23][NH2:24])[OH:22].CCN(C(C)C)C(C)C, predict the reaction product. The product is: [OH:22][CH2:21][CH2:23][NH:24][C:13](=[O:15])[C:12]1[CH:11]=[C:10]([N+:7]([O-:9])=[O:8])[CH:18]=[C:17]([O:19][CH3:20])[CH:16]=1.